From a dataset of Catalyst prediction with 721,799 reactions and 888 catalyst types from USPTO. Predict which catalyst facilitates the given reaction. (1) Reactant: [OH:1][CH:2]1[CH2:7][CH2:6][N:5]([C:8]([O:10][C:11]([CH3:14])([CH3:13])[CH3:12])=[O:9])[C:4](=[O:15])[CH2:3]1.C(N(CC)CC)C.[CH3:23][S:24](Cl)(=[O:26])=[O:25]. Product: [CH3:23][S:24]([O:1][CH:2]1[CH2:7][CH2:6][N:5]([C:8]([O:10][C:11]([CH3:12])([CH3:14])[CH3:13])=[O:9])[C:4](=[O:15])[CH2:3]1)(=[O:26])=[O:25]. The catalyst class is: 112. (2) Reactant: [F:1][C:2]1[CH:3]=[C:4]2[C:12](=[CH:13][CH:14]=1)[NH:11][C:10]1[C:9]([C:15]([OH:17])=O)=[CH:8][CH:7]=[CH:6][C:5]2=1.[CH3:18][C:19]1[N:20]=[CH:21][N:22]([C:25]2[CH:26]=[C:27]([CH:29]=[CH:30][CH:31]=2)[NH2:28])[C:23]=1[CH3:24].Cl.C(N=C=NCCCN(C)C)C. The catalyst class is: 112. Product: [CH3:18][C:19]1[N:20]=[CH:21][N:22]([C:25]2[CH:26]=[C:27]([NH:28][C:15]([C:9]3[C:10]4[NH:11][C:12]5[C:4](=[CH:3][C:2]([F:1])=[CH:14][CH:13]=5)[C:5]=4[CH:6]=[CH:7][CH:8]=3)=[O:17])[CH:29]=[CH:30][CH:31]=2)[C:23]=1[CH3:24]. (3) Reactant: [Cl:1][C:2]1[CH:3]=[C:4]([I:17])[C:5]([CH3:16])=[C:6]([NH:8]C(=O)OC(C)(C)C)[CH:7]=1.FC(F)(F)C(O)=O. Product: [Cl:1][C:2]1[CH:3]=[C:4]([I:17])[C:5]([CH3:16])=[C:6]([CH:7]=1)[NH2:8]. The catalyst class is: 4. (4) Reactant: [NH2:1][C@@H:2]1[C:13](=[O:14])[O:12][C@H:11]([C:15]2[CH:20]=[CH:19][CH:18]=[CH:17][CH:16]=2)[CH2:10][NH:9][C:8](=[O:21])[C@H:7]([CH2:22][C:23]([NH:25][CH2:26][C:27]2[CH:32]=[CH:31][C:30]([Cl:33])=[CH:29][CH:28]=2)=[O:24])[CH2:6][CH:5]=[CH:4][CH2:3]1.CO.[CH3:36][C:37]([CH3:39])=O.C([BH3-])#N.[Na+]. Product: [Cl:33][C:30]1[CH:31]=[CH:32][C:27]([CH2:26][NH:25][C:23](=[O:24])[CH2:22][C@@H:7]2[CH2:6][CH:5]=[CH:4][CH2:3][C@H:2]([NH:1][CH:37]([CH3:39])[CH3:36])[C:13](=[O:14])[O:12][C@H:11]([C:15]3[CH:20]=[CH:19][CH:18]=[CH:17][CH:16]=3)[CH2:10][NH:9][C:8]2=[O:21])=[CH:28][CH:29]=1. The catalyst class is: 699. (5) Reactant: C[O:2][C:3](=[O:43])[C:4]1[CH:9]=[CH:8][C:7]([N:10]2[C:14](=[O:15])[C@H:13]3[C@H:16]([C:34]4[CH:39]=[CH:38][CH:37]=[C:36]([Cl:40])[C:35]=4[F:41])[C@:17]([C:26]4[CH:31]=[CH:30][C:29]([Cl:32])=[CH:28][C:27]=4[F:33])([C:24]#[N:25])[C@H:18]([CH2:19][C:20]([CH3:23])([CH3:22])[CH3:21])[N:12]3[C:11]2=[O:42])=[CH:6][CH:5]=1.[Al](I)(I)I. Product: [Cl:40][C:36]1[C:35]([F:41])=[C:34]([C@H:16]2[C@H:13]3[N:12]([C:11](=[O:42])[N:10]([C:7]4[CH:8]=[CH:9][C:4]([C:3]([OH:43])=[O:2])=[CH:5][CH:6]=4)[C:14]3=[O:15])[C@@H:18]([CH2:19][C:20]([CH3:23])([CH3:22])[CH3:21])[C@@:17]2([C:26]2[CH:31]=[CH:30][C:29]([Cl:32])=[CH:28][C:27]=2[F:33])[C:24]#[N:25])[CH:39]=[CH:38][CH:37]=1. The catalyst class is: 23. (6) Reactant: CS(N)(=O)=[O:3].[CH3:6][C:7]([OH:10])(C)[CH3:8].[CH3:11][C:12]1[N:13]=[C:14]([C:17]2[N:18]=[C:19]([NH2:28])[C:20]3[CH:25]=C(C=C)[S:23][C:21]=3[N:22]=2)[S:15][CH:16]=1.S([O-])([O-])=O.[Na+].[Na+]. Product: [NH2:28][C:19]1[C:20]2[CH:25]=[C:6]([CH:7]([OH:10])[CH2:8][OH:3])[S:23][C:21]=2[N:22]=[C:17]([C:14]2[S:15][CH:16]=[C:12]([CH3:11])[N:13]=2)[N:18]=1. The catalyst class is: 95. (7) Reactant: Br[C:2]1[C:6]2[CH2:7][N:8]([C:11]([O:13][C:14]([CH3:17])([CH3:16])[CH3:15])=[O:12])[CH2:9][CH2:10][C:5]=2[N:4]([CH2:18][O:19][CH2:20][CH2:21][Si:22]([CH3:25])([CH3:24])[CH3:23])[N:3]=1.BrC1N(COCC[Si](C)(C)C)N=C2CCN(C(OC(C)(C)C)=O)CC=12.C1(P(C2CCCCC2)C2C=CC=CC=2C2C(OC(C)C)=CC=CC=2OC(C)C)CCCCC1.[F:84][CH:85]([F:102])[C:86]1[CH:95]=[C:94]2[C:89]([CH2:90][CH2:91][CH2:92][NH:93]2)=[CH:88][C:87]=1[C:96]1[CH:97]=[N:98][N:99]([CH3:101])[CH:100]=1.C(O[Na])(C)(C)C. Product: [F:102][CH:85]([F:84])[C:86]1[CH:95]=[C:94]2[C:89]([CH2:90][CH2:91][CH2:92][N:93]2[C:2]2[C:6]3[CH2:7][N:8]([C:11]([O:13][C:14]([CH3:17])([CH3:16])[CH3:15])=[O:12])[CH2:9][CH2:10][C:5]=3[N:4]([CH2:18][O:19][CH2:20][CH2:21][Si:22]([CH3:25])([CH3:24])[CH3:23])[N:3]=2)=[CH:88][C:87]=1[C:96]1[CH:97]=[N:98][N:99]([CH3:101])[CH:100]=1. The catalyst class is: 38. (8) Reactant: [CH2:1]([N:8]([CH2:19][CH2:20][OH:21])[C:9](=[O:18])[C:10]1[CH:15]=[CH:14][C:13]([Br:16])=[CH:12][C:11]=1F)[C:2]1[CH:7]=[CH:6][CH:5]=[CH:4][CH:3]=1.[H-].[Na+]. Product: [CH2:1]([N:8]1[C:9](=[O:18])[C:10]2[CH:15]=[CH:14][C:13]([Br:16])=[CH:12][C:11]=2[O:21][CH2:20][CH2:19]1)[C:2]1[CH:7]=[CH:6][CH:5]=[CH:4][CH:3]=1. The catalyst class is: 9. (9) Reactant: [Cl:1][C:2]1[CH:3]=[CH:4][C:5]2[C:6]([N:12]=1)=[N:7][C:8]([NH2:11])=[CH:9][N:10]=2.[H-].[Na+].[CH2:15]([N:17]=[C:18]=[S:19])[CH3:16].Cl. Product: [Cl:1][C:2]1[CH:3]=[CH:4][C:5]2[C:6]([N:12]=1)=[N:7][C:8]([NH:11][C:18]([NH:17][CH2:15][CH3:16])=[S:19])=[CH:9][N:10]=2. The catalyst class is: 18.